From a dataset of Experimentally validated miRNA-target interactions with 360,000+ pairs, plus equal number of negative samples. Binary Classification. Given a miRNA mature sequence and a target amino acid sequence, predict their likelihood of interaction. (1) The miRNA is hsa-miR-642a-3p with sequence AGACACAUUUGGAGAGGGAACC. The protein sequence of the target gene is MAKLETLPVRADPGRDPLLAFAPRPSELGPPDPRLAMGSVGSGVAHAQEFAMKSVGTRTGGGGSQGSFPGPRGSGSGASRERPGRYPSEDKGLANSLYLNGELRGSDHTDVCGNVVGSSGGSSSSGGSDKAPPQYREPSHPPKLLATSGKLDQCSEPLVRPSAFKPVVPKNFHSMQNLCPPQTNGTPEGRQGPGGLKGGLDKSRTMTPAGGSGSGLSDSGRNSLTSLPTYSSSYSQHLAPLSASTSHINRIGTASYGSGSGGSSGGGSGYQDLGTSDSGRASSKSGSSSSMGRPGHLGSG.... Result: 0 (no interaction). (2) The miRNA is hsa-miR-1-3p with sequence UGGAAUGUAAAGAAGUAUGUAU. The protein sequence of the target gene is MAGRSHPGPLRPLLPLLVVAACVLPGAGGTCPERALERREEEANVVLTGTVEEILNVDPVQHTYSCKVRVWRYLKGKDLVARESLLDGGNKVVISGFGDPLICDNQVSTGDTRIFFVNPAPPYLWPAHKNELMLNSSLMRITLRNLEEVEFCVEDKPGTHFTPVPPTPPDACRGMLCGFGAVCEPNAEGPGRASCVCKKSPCPSVVAPVCGSDASTYSNECELQRAQCSQQRRIRLLSRGPCGSRDPCSNVTCSFGSTCARSADGLTASCLCPATCRGAPEGTVCGSDGADYPGECQLLR.... Result: 1 (interaction).